Task: Predict the reactants needed to synthesize the given product.. Dataset: Full USPTO retrosynthesis dataset with 1.9M reactions from patents (1976-2016) Given the product [CH3:8][C:6]1[CH:7]=[C:2]([N:18]2[CH2:22][CH2:21][CH:20]([OH:23])[CH2:19]2)[CH:3]=[CH:4][C:5]=1[N+:9]([O-:11])=[O:10], predict the reactants needed to synthesize it. The reactants are: F[C:2]1[CH:3]=[CH:4][C:5]([N+:9]([O-:11])=[O:10])=[C:6]([CH3:8])[CH:7]=1.C(=O)([O-])[O-].[K+].[K+].[NH:18]1[CH2:22][CH2:21][CH:20]([OH:23])[CH2:19]1.